From a dataset of Catalyst prediction with 721,799 reactions and 888 catalyst types from USPTO. Predict which catalyst facilitates the given reaction. (1) The catalyst class is: 8. Product: [S:1]1[CH:5]=[CH:4][CH:3]=[C:2]1[CH2:6][N:7]([CH:15]=[O:16])[CH2:8][CH2:9][C:10]([OH:12])=[O:11]. Reactant: [S:1]1[CH:5]=[CH:4][CH:3]=[C:2]1[CH2:6][N:7]([CH:15]=[O:16])[CH2:8][CH2:9][C:10]([O:12]CC)=[O:11].[OH-].[K+]. (2) Reactant: [C:1]([C:4]1[CH:9]=[CH:8][C:7](B(O)O)=[CH:6][CH:5]=1)([OH:3])=[O:2].FC(F)(F)S(O[C:19]1[CH2:28][CH2:27][C:22]2([O:26][CH2:25][CH2:24][O:23]2)[CH2:21][CH:20]=1)(=O)=O.C([O-])([O-])=O.[Na+].[Na+].C1(P(C2C=CC=CC=2)C2C=CC=CC=2)C=CC=CC=1. Product: [O:23]1[C:22]2([CH2:27][CH2:28][C:19]([C:7]3[CH:8]=[CH:9][C:4]([C:1]([OH:3])=[O:2])=[CH:5][CH:6]=3)=[CH:20][CH2:21]2)[O:26][CH2:25][CH2:24]1. The catalyst class is: 533. (3) Reactant: C[Si]([Br:5])(C)C.[Cl:6][C:7]1[C:8]([C:15]2[S:16][C:17]3[C:18](Cl)=[N:19][CH:20]=[CH:21][C:22]=3[N:23]=2)=[C:9]([CH:12]=[CH:13][CH:14]=1)[C:10]#[N:11]. Product: [Br:5][C:18]1[C:17]2[S:16][C:15]([C:8]3[C:7]([Cl:6])=[CH:14][CH:13]=[CH:12][C:9]=3[C:10]#[N:11])=[N:23][C:22]=2[CH:21]=[CH:20][N:19]=1. The catalyst class is: 397. (4) Reactant: C([Si]1(C(C)(C)C)[O:10][C@H:9]2[C@H:11]([O:14][C:15]3[N:16](COCC[Si](C)(C)C)[C:17]4[C:18]([N:52]=3)=[N:19][C:20]([C:24]3[CH:29]=[CH:28][C:27]([C:30]5[CH:35]=[CH:34][C:33]([C:36]([N:38]6[CH2:42][CH2:41][C@@H:40]([O:43]COCC[Si](C)(C)C)[CH2:39]6)=[O:37])=[CH:32][CH:31]=5)=[CH:26][CH:25]=3)=[C:21]([Cl:23])[CH:22]=4)[CH2:12][CH2:13][C@@H:8]2[CH2:7][O:6]1)(C)(C)C.C(O)=O.OS([O-])(=O)=O.[K+].CCCC[N+](CCCC)(CCCC)CCCC.[F-].C1COCC1. The catalyst class is: 25. Product: [Cl:23][C:21]1[CH:22]=[C:17]2[NH:16][C:15]([O:14][C@@H:11]3[CH2:12][CH2:13][C@H:8]([CH2:7][OH:6])[C@H:9]3[OH:10])=[N:52][C:18]2=[N:19][C:20]=1[C:24]1[CH:29]=[CH:28][C:27]([C:30]2[CH:31]=[CH:32][C:33]([C:36]([N:38]3[CH2:42][CH2:41][C@@H:40]([OH:43])[CH2:39]3)=[O:37])=[CH:34][CH:35]=2)=[CH:26][CH:25]=1. (5) Reactant: Cl.Cl.[CH3:3][C@@:4]1([CH2:15][N:16]2[CH2:21][CH2:20][NH:19][CH2:18][CH2:17]2)[O:8][C:7]2=[N:9][C:10]([N+:12]([O-:14])=[O:13])=[CH:11][N:6]2[CH2:5]1.C(N(CC)CC)C.[Cl:29][C:30]1[CH:31]=[C:32]([CH:35]=[C:36]([Cl:38])[CH:37]=1)[CH2:33][OH:34].[C:39](N1C=CN=C1)(N1C=CN=C1)=[O:40]. Product: [CH3:3][C@@:4]1([CH2:15][N:16]2[CH2:17][CH2:18][N:19]([C:39]([O:34][CH2:33][C:32]3[CH:31]=[C:30]([Cl:29])[CH:37]=[C:36]([Cl:38])[CH:35]=3)=[O:40])[CH2:20][CH2:21]2)[O:8][C:7]2=[N:9][C:10]([N+:12]([O-:14])=[O:13])=[CH:11][N:6]2[CH2:5]1. The catalyst class is: 136. (6) Reactant: O[O:2][S:3]([O-:5])=O.[K+].[CH3:7][O:8][C:9](=[O:28])[C:10]([NH:23][C:24]([O:26][CH3:27])=[O:25])([CH2:15][CH2:16][C:17]1[CH:22]=[CH:21][CH:20]=[CH:19][CH:18]=1)[CH2:11][CH2:12]SC.CO.[CH2:31](Cl)Cl. Product: [CH3:7][O:8][C:9](=[O:28])[C:10]([NH:23][C:24]([O:26][CH3:27])=[O:25])([CH2:15][CH2:16][C:17]1[CH:18]=[CH:19][CH:20]=[CH:21][CH:22]=1)[CH2:11][CH2:12][S:3]([CH3:31])(=[O:5])=[O:2]. The catalyst class is: 283. (7) Reactant: [C:1]1([CH2:7][CH2:8][C:9]([N:11]2[CH2:16][CH2:15][C:14](=O)[CH2:13][CH2:12]2)=[O:10])[CH:6]=[CH:5][CH:4]=[CH:3][CH:2]=1.C([O-])(=O)C.[NH4+].C([BH3-])#[N:24].[Na+]. Product: [C:1]1([CH2:7][CH2:8][C:9]([N:11]2[CH2:16][CH2:15][CH:14]([NH2:24])[CH2:13][CH2:12]2)=[O:10])[CH:6]=[CH:5][CH:4]=[CH:3][CH:2]=1. The catalyst class is: 5.